Dataset: Catalyst prediction with 721,799 reactions and 888 catalyst types from USPTO. Task: Predict which catalyst facilitates the given reaction. (1) Reactant: C([O:3][C:4](=[O:36])[C:5]([O:31][CH2:32][CH2:33][CH2:34][CH3:35])([CH3:30])[CH2:6][C:7]1[CH:12]=[CH:11][C:10]([O:13][CH2:14][CH2:15][CH:16]2[CH2:20][N:19]([CH2:21][C:22]3[CH:27]=[CH:26][CH:25]=[CH:24][CH:23]=3)[C:18](=[O:28])[N:17]2[CH3:29])=[CH:9][CH:8]=1)C.[OH-].[Na+]. Product: [CH2:21]([N:19]1[CH2:20][CH:16]([CH2:15][CH2:14][O:13][C:10]2[CH:11]=[CH:12][C:7]([CH2:6][C:5]([O:31][CH2:32][CH2:33][CH2:34][CH3:35])([CH3:30])[C:4]([OH:36])=[O:3])=[CH:8][CH:9]=2)[N:17]([CH3:29])[C:18]1=[O:28])[C:22]1[CH:27]=[CH:26][CH:25]=[CH:24][CH:23]=1. The catalyst class is: 8. (2) Reactant: O=P12OP3(OP(OP(O3)(O1)=O)(=O)O2)=O.Cl.C(N(CC)CC)C.[Cl:23][C:24]1[CH:30]=[CH:29][C:27]([NH2:28])=[CH:26][CH:25]=1.[N:31]1[CH:36]=[CH:35][C:34]([CH2:37][C:38]2[C:47]3[C:42](=[CH:43][CH:44]=[CH:45][CH:46]=3)[C:41](=O)[NH:40][N:39]=2)=[CH:33][CH:32]=1.N. Product: [Cl:23][C:24]1[CH:30]=[CH:29][C:27]([NH:28][C:41]2[C:42]3[C:47](=[CH:46][CH:45]=[CH:44][CH:43]=3)[C:38]([CH2:37][C:34]3[CH:35]=[CH:36][N:31]=[CH:32][CH:33]=3)=[N:39][N:40]=2)=[CH:26][CH:25]=1. The catalyst class is: 146.